Dataset: Catalyst prediction with 721,799 reactions and 888 catalyst types from USPTO. Task: Predict which catalyst facilitates the given reaction. (1) Product: [CH3:33][O:32][C:30]1[CH:29]=[C:27]([NH:28][CH:2]([C:17]2[CH:22]=[CH:21][CH:20]=[CH:19][CH:18]=2)[C:3]([C:5]2[C:13]3[C:8](=[CH:9][CH:10]=[C:11]([CH2:14][CH2:15][OH:16])[CH:12]=3)[NH:7][CH:6]=2)=[O:4])[CH:26]=[C:25]([O:24][CH3:23])[CH:31]=1. The catalyst class is: 10. Reactant: Br[CH:2]([C:17]1[CH:22]=[CH:21][CH:20]=[CH:19][CH:18]=1)[C:3]([C:5]1[C:13]2[C:8](=[CH:9][CH:10]=[C:11]([CH2:14][CH2:15][OH:16])[CH:12]=2)[NH:7][CH:6]=1)=[O:4].[CH3:23][O:24][C:25]1[CH:26]=[C:27]([CH:29]=[C:30]([O:32][CH3:33])[CH:31]=1)[NH2:28]. (2) Reactant: [OH:1][CH2:2][C@@H:3]1[C@@H:7]([C:8]2[CH:12]=[CH:11][S:10][CH:9]=2)[CH2:6][NH:5][CH2:4]1.C(N(C(C)C)CC)(C)C.[Cl:22][C:23]1[CH:30]=[C:29]([Cl:31])[CH:28]=[CH:27][C:24]=1[CH:25]=O.C(O[BH-](OC(=O)C)OC(=O)C)(=O)C.[Na+].C([O-])(O)=O.[Na+]. The catalyst class is: 2. Product: [Cl:22][C:23]1[CH:30]=[C:29]([Cl:31])[CH:28]=[CH:27][C:24]=1[CH2:25][N:5]1[CH2:6][C@H:7]([C:8]2[CH:12]=[CH:11][S:10][CH:9]=2)[C@@H:3]([CH:2]=[O:1])[CH2:4]1. (3) Product: [CH2:16]([C:15]([F:18])([CH2:19][CH3:20])[CH2:14][N:11]1[CH2:12][CH2:13][CH:8]([CH2:7][O:6][C:5]2[CH:21]=[CH:22][C:2]([C:25]3[CH:26]=[CH:27][C:28]([C:30]([O:32][CH3:33])=[O:31])=[CH:29][C:24]=3[F:23])=[CH:3][CH:4]=2)[CH2:9][CH2:10]1)[CH3:17]. The catalyst class is: 622. Reactant: Br[C:2]1[CH:22]=[CH:21][C:5]([O:6][CH2:7][CH:8]2[CH2:13][CH2:12][N:11]([CH2:14][C:15]([CH2:19][CH3:20])([F:18])[CH2:16][CH3:17])[CH2:10][CH2:9]2)=[CH:4][CH:3]=1.[F:23][C:24]1[CH:29]=[C:28]([C:30]([O:32][CH3:33])=[O:31])[CH:27]=[CH:26][C:25]=1B(O)O.C([O-])([O-])=O.[Na+].[Na+]. (4) The catalyst class is: 117. Reactant: [CH2:1]([N:8]1[C:16]2[C:11](=[CH:12][CH:13]=[CH:14][C:15]=2Br)[CH:10]=[CH:9]1)[C:2]1[CH:7]=[CH:6][CH:5]=[CH:4][CH:3]=1.[Cl:18][C:19]1[CH:20]=[C:21](B(O)O)[CH:22]=[CH:23][C:24]=1[F:25].ClCCl.C(=O)([O-])[O-].[K+].[K+]. Product: [CH2:1]([N:8]1[C:16]2[C:11](=[CH:12][CH:13]=[CH:14][C:15]=2[C:21]2[CH:22]=[CH:23][C:24]([F:25])=[C:19]([Cl:18])[CH:20]=2)[CH:10]=[CH:9]1)[C:2]1[CH:7]=[CH:6][CH:5]=[CH:4][CH:3]=1.